Dataset: HIV replication inhibition screening data with 41,000+ compounds from the AIDS Antiviral Screen. Task: Binary Classification. Given a drug SMILES string, predict its activity (active/inactive) in a high-throughput screening assay against a specified biological target. (1) The drug is CC(C)(C)c1ccc(C2(Br)C(=O)NC(=O)C2=O)cc1. The result is 0 (inactive). (2) The compound is C[n+]1c2ccccc2n2c3ccccc3c(NCCc3ccccn3)c(C#N)c21.Cc1ccc(S(=O)(=O)[O-])cc1. The result is 0 (inactive).